Dataset: Peptide-MHC class I binding affinity with 185,985 pairs from IEDB/IMGT. Task: Regression. Given a peptide amino acid sequence and an MHC pseudo amino acid sequence, predict their binding affinity value. This is MHC class I binding data. (1) The peptide sequence is ELAPIRVNA. The MHC is HLA-A02:12 with pseudo-sequence HLA-A02:12. The binding affinity (normalized) is 0.0847. (2) The peptide sequence is PIPESCTV. The MHC is Mamu-A01 with pseudo-sequence Mamu-A01. The binding affinity (normalized) is 0.158. (3) The peptide sequence is TQDLVQEKY. The MHC is HLA-A01:01 with pseudo-sequence HLA-A01:01. The binding affinity (normalized) is 0.723. (4) The peptide sequence is AQKLATKPV. The MHC is HLA-B15:17 with pseudo-sequence HLA-B15:17. The binding affinity (normalized) is 0.0847. (5) The peptide sequence is TSRTLSYYK. The MHC is HLA-A33:01 with pseudo-sequence HLA-A33:01. The binding affinity (normalized) is 0.281.